From a dataset of TCR-epitope binding with 47,182 pairs between 192 epitopes and 23,139 TCRs. Binary Classification. Given a T-cell receptor sequence (or CDR3 region) and an epitope sequence, predict whether binding occurs between them. (1) The epitope is TPINLVRDL. The TCR CDR3 sequence is CSVEMVSSYNEQFF. Result: 1 (the TCR binds to the epitope). (2) The epitope is QVPLRPMTYK. The TCR CDR3 sequence is CASSRRDHQETQYF. Result: 1 (the TCR binds to the epitope).